Dataset: Full USPTO retrosynthesis dataset with 1.9M reactions from patents (1976-2016). Task: Predict the reactants needed to synthesize the given product. (1) Given the product [C:10]([O:9][C:7](=[O:8])[NH:1][C@H:2]([CH3:3])[C:4]([N:16]([CH2:17][C:18]1[CH:32]=[CH:31][CH:30]=[CH:29][CH:36]=1)[CH3:19])=[O:6])([CH3:13])([CH3:12])[CH3:11], predict the reactants needed to synthesize it. The reactants are: [NH:1]([C:7]([O:9][C:10]([CH3:13])([CH3:12])[CH3:11])=[O:8])[C@@H:2]([C:4]([OH:6])=O)[CH3:3].C([N:16]([CH2:19]C)[CH2:17][CH3:18])C.ClC(OCC(C)C)=O.[CH2:29]([CH2:36]N)[C:30]1C=CC=[CH:32][CH:31]=1.C(=O)(O)[O-].[Na+]. (2) Given the product [CH3:17][CH:16]([O:15][C:14](=[O:19])[NH:13][C@H:11]1[C:6]2[C:5](=[CH:4][CH:3]=[C:2]([Br:1])[CH:7]=2)[NH:8][C@@H:9]([CH3:20])[CH2:10]1)[CH3:18], predict the reactants needed to synthesize it. The reactants are: [Br:1][C:2]1[CH:7]=[CH:6][C:5]([NH:8][C@@H:9]([CH3:20])[CH2:10][C:11]([NH:13][C:14](=[O:19])[O:15][CH:16]([CH3:18])[CH3:17])=O)=[CH:4][CH:3]=1.[BH4-].[Na+].O.O.O.O.O.O.[Cl-].[Mg+2].[Cl-].C(O)(=O)CC(CC(O)=O)(C(O)=O)O.Cl. (3) Given the product [C:1]([O:5][C:6]([N:8]1[CH2:12][CH2:11][C@@H:10]([C@@H:13]([OH:14])[CH:20]2[CH2:21][CH2:22][O:29][CH2:18][CH2:19]2)[CH2:9]1)=[O:7])([CH3:4])([CH3:3])[CH3:2], predict the reactants needed to synthesize it. The reactants are: [C:1]([O:5][C:6]([N:8]1[CH2:12][CH2:11][C@@H:10]([CH2:13][OH:14])[CH2:9]1)=[O:7])([CH3:4])([CH3:3])[CH3:2].C(Cl)Cl.[CH3:18][C:19]1(C)N([O])C(C)(C)[CH2:22][CH2:21][CH2:20]1.[O-:29]Cl.[Na+]. (4) Given the product [CH3:1][C@H:2]1[O:7][C@@H:6]([CH3:8])[CH2:5][N:4]([C:9]2[C:10]([CH:19]=[O:20])=[CH:11][C:12]([C:22]3[CH:31]=[CH:30][C:29]4[C:24](=[CH:25][CH:26]=[CH:27][CH:28]=4)[N:23]=3)=[N:13][CH:14]=2)[CH2:3]1, predict the reactants needed to synthesize it. The reactants are: [CH3:1][C@H:2]1[O:7][C@@H:6]([CH3:8])[CH2:5][N:4]([C:9]2[C:10]([CH:19]=[O:20])=[CH:11][C:12]([Sn](C)(C)C)=[N:13][CH:14]=2)[CH2:3]1.Br[C:22]1[CH:31]=[CH:30][C:29]2[C:24](=[CH:25][CH:26]=[CH:27][CH:28]=2)[N:23]=1. (5) Given the product [NH2:15][C:12]1[CH:11]=[CH:10][C:9]([C:7]([C:6]2[N:2]([CH3:1])[CH:3]=[N:4][CH:5]=2)=[O:8])=[CH:14][CH:13]=1, predict the reactants needed to synthesize it. The reactants are: [CH3:1][N:2]1[C:6]([C:7]([C:9]2[CH:14]=[CH:13][C:12]([N+:15]([O-])=O)=[CH:11][CH:10]=2)=[O:8])=[CH:5][N:4]=[CH:3]1.O.O.[Sn](Cl)Cl. (6) Given the product [OH:8][C:9]1[CH:10]=[C:11]([C:20]2[CH:25]=[CH:24][CH:23]=[C:22]([CH2:26][N:27]([CH3:37])[C:28](=[O:36])[CH2:29][CH2:30][CH2:31][CH2:32][CH2:33][CH2:34][CH3:35])[CH:21]=2)[CH:12]=[CH:13][C:14]=1[CH2:15][CH2:16][C:17]([OH:19])=[O:18], predict the reactants needed to synthesize it. The reactants are: C([O:8][C:9]1[CH:10]=[C:11]([C:20]2[CH:25]=[CH:24][CH:23]=[C:22]([CH2:26][N:27]([CH3:37])[C:28](=[O:36])[CH2:29][CH2:30][CH2:31][CH2:32][CH2:33][CH2:34][CH3:35])[CH:21]=2)[CH:12]=[CH:13][C:14]=1[CH:15]=[CH:16][C:17]([OH:19])=[O:18])C1C=CC=CC=1.C(O)(=O)C.